This data is from Reaction yield outcomes from USPTO patents with 853,638 reactions. The task is: Predict the reaction yield, written as a fraction of the theoretical maximum amount of product (1.0 means a 100% yield; for example, 0.34 means a 34% yield). (1) The reactants are [N:1]([C@H:4]1[CH2:9][CH2:8][C@H:7]([NH:10][C:11]([O:13][C:14]([CH3:17])([CH3:16])[CH3:15])=[O:12])[CH:6]=[CH:5]1)=[N+]=[N-].C1(P(C2C=CC=CC=2)C2C=CC=CC=2)C=CC=CC=1. The catalyst is C1COCC1.O. The product is [NH2:1][C@H:4]1[CH2:9][CH2:8][C@H:7]([NH:10][C:11]([O:13][C:14]([CH3:17])([CH3:16])[CH3:15])=[O:12])[CH:6]=[CH:5]1. The yield is 0.310. (2) The reactants are [CH2:1]1[N:9]2[C:5](=[N:6][C:7]([NH:10]C(C(F)(F)F)=O)=[CH:8]2)O[CH:3]=[C:2]1[Br:17].[CH2:18]1COCC1.CO.C(=O)([O-])[O-].[K+].[K+]. The catalyst is O. The product is [Br:17][C:2]1[CH:3]=[CH:18][C:5]2[N:9]([CH:8]=[C:7]([NH2:10])[N:6]=2)[CH:1]=1. The yield is 0.420. (3) The reactants are [CH3:1][O:2][C:3]1[CH:4]=[C:5]2[C:10](=[CH:11][CH:12]=1)[C:9]([OH:13])=[CH:8][CH:7]=[CH:6]2.[Br:14][C:15]1[CH:16]=[CH:17][C:18]([I:23])=[C:19]([CH2:21]O)[CH:20]=1.C1(P(C2C=CC=CC=2)C2C=CC=CC=2)C=CC=CC=1.N(C(OC(C)C)=O)=NC(OC(C)C)=O. The catalyst is O1CCCC1. The product is [Br:14][C:15]1[CH:16]=[CH:17][C:18]([I:23])=[C:19]([CH:20]=1)[CH2:21][O:13][C:9]1[C:10]2[C:5](=[CH:4][C:3]([O:2][CH3:1])=[CH:12][CH:11]=2)[CH:6]=[CH:7][CH:8]=1. The yield is 0.650. (4) The reactants are Br[CH2:2][C:3]([OH:5])=O.CCN=C=NCCCN(C)C.[ClH:17].[NH2:18][C:19]1[CH:20]=[C:21]([C:26]2[N:27]([CH2:39][CH3:40])[C:28]3[C:33]([C:34]=2[C:35]#[N:36])=[CH:32][CH:31]=[C:30]([O:37][CH3:38])[CH:29]=3)[CH:22]=[CH:23][C:24]=1[OH:25]. The catalyst is C(#N)C. The product is [Cl:17][CH2:2][C:3]([NH:18][C:19]1[CH:20]=[C:21]([C:26]2[N:27]([CH2:39][CH3:40])[C:28]3[C:33]([C:34]=2[C:35]#[N:36])=[CH:32][CH:31]=[C:30]([O:37][CH3:38])[CH:29]=3)[CH:22]=[CH:23][C:24]=1[OH:25])=[O:5]. The yield is 0.600. (5) The reactants are [CH3:1][O:2][C:3]1[CH:9]=[C:8]([C:10]2[CH2:11][CH2:12][NH:13][CH2:14][CH:15]=2)[CH:7]=[CH:6][C:4]=1[NH2:5].[CH3:16][C:17]([O:20][C:21](O[C:21]([O:20][C:17]([CH3:19])([CH3:18])[CH3:16])=[O:22])=[O:22])([CH3:19])[CH3:18]. The catalyst is CO. The product is [NH2:5][C:4]1[CH:6]=[CH:7][C:8]([C:10]2[CH2:11][CH2:12][N:13]([C:21]([O:20][C:17]([CH3:19])([CH3:18])[CH3:16])=[O:22])[CH2:14][CH:15]=2)=[CH:9][C:3]=1[O:2][CH3:1]. The yield is 0.430. (6) The reactants are [CH3:1][CH:2]([CH3:24])[CH2:3][C@H:4]([NH:12][C:13]([C:15]1[S:16][C:17]2[CH:23]=[CH:22][CH:21]=[CH:20][C:18]=2[CH:19]=1)=[O:14])[C:5]([NH:7][CH2:8][CH2:9][CH:10]=O)=[O:6].[CH:25]1([NH2:28])[CH2:27][CH2:26]1.[BH-](OC(C)=O)(OC(C)=O)OC(C)=O.[Na+].Cl.O1CCOCC1. The catalyst is CO. The product is [CH:25]1([NH:28][CH2:10][CH2:9][CH2:8][NH:7][C:5]([C@@H:4]([NH:12][C:13]([C:15]2[S:16][C:17]3[CH:23]=[CH:22][CH:21]=[CH:20][C:18]=3[CH:19]=2)=[O:14])[CH2:3][CH:2]([CH3:24])[CH3:1])=[O:6])[CH2:27][CH2:26]1. The yield is 0.520. (7) The reactants are C([O:8][C:9](=[O:25])[C:10]1[C:15]([Cl:16])=[CH:14][CH:13]=[C:12]([NH:17][S:18]([CH2:21][CH2:22][CH3:23])(=[O:20])=[O:19])[C:11]=1[F:24])C1C=CC=CC=1.[OH-].[K+].O.Cl. The catalyst is O1CCCC1. The product is [Cl:16][C:15]1[C:10]([C:9]([OH:25])=[O:8])=[C:11]([F:24])[C:12]([NH:17][S:18]([CH2:21][CH2:22][CH3:23])(=[O:19])=[O:20])=[CH:13][CH:14]=1. The yield is 0.858.